From a dataset of NCI-60 drug combinations with 297,098 pairs across 59 cell lines. Regression. Given two drug SMILES strings and cell line genomic features, predict the synergy score measuring deviation from expected non-interaction effect. (1) Drug 1: C1=CC(=CC=C1CC(C(=O)O)N)N(CCCl)CCCl.Cl. Drug 2: CC1=C(C=C(C=C1)NC(=O)C2=CC=C(C=C2)CN3CCN(CC3)C)NC4=NC=CC(=N4)C5=CN=CC=C5. Cell line: SW-620. Synergy scores: CSS=17.8, Synergy_ZIP=1.50, Synergy_Bliss=10.9, Synergy_Loewe=-6.22, Synergy_HSA=3.51. (2) Drug 1: CC1C(C(CC(O1)OC2CC(CC3=C2C(=C4C(=C3O)C(=O)C5=C(C4=O)C(=CC=C5)OC)O)(C(=O)C)O)N)O.Cl. Drug 2: COC1=C2C(=CC3=C1OC=C3)C=CC(=O)O2. Cell line: SK-MEL-2. Synergy scores: CSS=5.63, Synergy_ZIP=-2.29, Synergy_Bliss=3.30, Synergy_Loewe=-11.8, Synergy_HSA=2.37. (3) Drug 1: CS(=O)(=O)C1=CC(=C(C=C1)C(=O)NC2=CC(=C(C=C2)Cl)C3=CC=CC=N3)Cl. Drug 2: C1=NC2=C(N=C(N=C2N1C3C(C(C(O3)CO)O)O)F)N. Cell line: T-47D. Synergy scores: CSS=8.04, Synergy_ZIP=3.02, Synergy_Bliss=3.80, Synergy_Loewe=-2.16, Synergy_HSA=2.36. (4) Drug 1: CC1C(C(=O)NC(C(=O)N2CCCC2C(=O)N(CC(=O)N(C(C(=O)O1)C(C)C)C)C)C(C)C)NC(=O)C3=C4C(=C(C=C3)C)OC5=C(C(=O)C(=C(C5=N4)C(=O)NC6C(OC(=O)C(N(C(=O)CN(C(=O)C7CCCN7C(=O)C(NC6=O)C(C)C)C)C)C(C)C)C)N)C. Drug 2: C1CCC(C(C1)N)N.C(=O)(C(=O)[O-])[O-].[Pt+4]. Cell line: OVCAR-8. Synergy scores: CSS=36.2, Synergy_ZIP=-8.58, Synergy_Bliss=0.492, Synergy_Loewe=-11.0, Synergy_HSA=4.33. (5) Synergy scores: CSS=-1.49, Synergy_ZIP=2.02, Synergy_Bliss=3.90, Synergy_Loewe=-0.844, Synergy_HSA=0.605. Drug 1: CC12CCC3C(C1CCC2O)C(CC4=C3C=CC(=C4)O)CCCCCCCCCS(=O)CCCC(C(F)(F)F)(F)F. Cell line: NCI-H322M. Drug 2: CN(C(=O)NC(C=O)C(C(C(CO)O)O)O)N=O.